This data is from Full USPTO retrosynthesis dataset with 1.9M reactions from patents (1976-2016). The task is: Predict the reactants needed to synthesize the given product. (1) Given the product [Br:26][C:14]1[N:15]=[N:16][C:11]([C:2]2[CH:3]=[CH:4][C:5]3[C:10](=[CH:9][CH:8]=[CH:7][CH:6]=3)[CH:1]=2)=[C:12]([C:18]2[CH:23]=[CH:22][N:21]=[CH:20][CH:19]=2)[CH:13]=1, predict the reactants needed to synthesize it. The reactants are: [CH:1]1[C:10]2[C:5](=[CH:6][CH:7]=[CH:8][CH:9]=2)[CH:4]=[CH:3][C:2]=1[C:11]1[C:12]([C:18]2[CH:23]=[CH:22][N:21]=[CH:20][CH:19]=2)=[CH:13][C:14](=O)[NH:15][N:16]=1.P(Br)(Br)([Br:26])=O.C(=O)([O-])[O-].[Na+].[Na+].C(OCC)(=O)C. (2) Given the product [C:19]([O:23][C:24](=[O:39])[NH:25][C:26]1([C:29]2[CH:34]=[CH:33][C:32]([C:35]3[N:36]=[C:4]([CH:1]4[CH2:3][CH2:2]4)[O:6][N:38]=3)=[CH:31][N:30]=2)[CH2:28][CH2:27]1)([CH3:22])([CH3:20])[CH3:21], predict the reactants needed to synthesize it. The reactants are: [CH:1]1([C:4]([OH:6])=O)[CH2:3][CH2:2]1.C(N1C=CN=C1)(N1C=CN=C1)=O.[C:19]([O:23][C:24](=[O:39])[NH:25][C:26]1([C:29]2[CH:34]=[CH:33][C:32]([C:35](=[NH:38])[NH:36]O)=[CH:31][N:30]=2)[CH2:28][CH2:27]1)([CH3:22])([CH3:21])[CH3:20]. (3) Given the product [Cl:28][C:29]1[CH:34]=[CH:33][CH:32]=[C:31]([N+:35]([O-:37])=[O:36])[C:30]=1[N:38]1[CH2:43][CH2:42][N:41]([CH2:26][CH2:25][CH2:24][N:11]2[C:8]3[CH2:9][CH2:10][N:5]([S:2]([CH3:1])(=[O:4])=[O:3])[CH2:6][C:7]=3[C:13]([C:14]3[CH:19]=[CH:18][C:17]([C:20]([F:23])([F:22])[F:21])=[CH:16][CH:15]=3)=[N:12]2)[CH2:40][CH2:39]1, predict the reactants needed to synthesize it. The reactants are: [CH3:1][S:2]([N:5]1[CH2:10][CH2:9][C:8]2[N:11]([CH2:24][CH2:25][CH:26]=O)[N:12]=[C:13]([C:14]3[CH:19]=[CH:18][C:17]([C:20]([F:23])([F:22])[F:21])=[CH:16][CH:15]=3)[C:7]=2[CH2:6]1)(=[O:4])=[O:3].[Cl:28][C:29]1[CH:34]=[CH:33][CH:32]=[C:31]([N+:35]([O-:37])=[O:36])[C:30]=1[N:38]1[CH2:43][CH2:42][NH:41][CH2:40][CH2:39]1.S([O-])([O-])(=O)=O.[Na+].[Na+].C(O[BH-](OC(=O)C)OC(=O)C)(=O)C.[Na+]. (4) Given the product [C:11]([C:8]1[N:6]2[N:7]=[C:2]([NH:31][C:32]3[CH:33]=[CH:34][C:35]([CH3:42])=[C:36]([NH:38][C:39](=[O:41])[CH3:40])[CH:37]=3)[CH:3]=[C:4]([N:13]([C:23]3[CH:28]=[CH:27][C:26]([O:29][CH3:30])=[CH:25][N:24]=3)[CH2:14][C:15]3[CH:20]=[CH:19][C:18]([O:21][CH3:22])=[CH:17][CH:16]=3)[C:5]2=[N:10][CH:9]=1)#[N:12], predict the reactants needed to synthesize it. The reactants are: Cl[C:2]1[CH:3]=[C:4]([N:13]([C:23]2[CH:28]=[CH:27][C:26]([O:29][CH3:30])=[CH:25][N:24]=2)[CH2:14][C:15]2[CH:20]=[CH:19][C:18]([O:21][CH3:22])=[CH:17][CH:16]=2)[C:5]2[N:6]([C:8]([C:11]#[N:12])=[CH:9][N:10]=2)[N:7]=1.[NH2:31][C:32]1[CH:33]=[CH:34][C:35]([CH3:42])=[C:36]([NH:38][C:39](=[O:41])[CH3:40])[CH:37]=1.CC1(C)C2C(=C(P(C3C=CC=CC=3)C3C=CC=CC=3)C=CC=2)OC2C(P(C3C=CC=CC=3)C3C=CC=CC=3)=CC=CC1=2.C([O-])([O-])=O.[Cs+].[Cs+]. (5) The reactants are: Cl[C:2]1[N:3]=[C:4]([NH:15][CH3:16])[C:5]2[N:11]=[C:10](Cl)[N:9]=[C:8]([NH:13][CH3:14])[C:6]=2[N:7]=1.[CH2:17]([NH2:20])[CH2:18][CH3:19].CNC1[N:24]=[C:25](NCCC)[C:26]2N=C(NC)N=C(NCCC)[C:27]=2N=1. Given the product [CH3:16][NH:15][C:4]1[C:5]2[N:11]=[C:10]([NH:24][CH2:25][CH2:26][CH3:27])[N:9]=[C:8]([NH:13][CH3:14])[C:6]=2[N:7]=[C:2]([NH:20][CH2:17][CH2:18][CH3:19])[N:3]=1, predict the reactants needed to synthesize it. (6) Given the product [Cl:8][C:6]1[N:7]=[C:2]([C:23]2[CH:24]=[C:25]([S:27][CH3:28])[N:26]=[C:21]([CH3:20])[N:22]=2)[C:3]([NH:9][C:10]2[CH:11]=[N:12][C:13]([O:16][CH3:17])=[CH:14][CH:15]=2)=[N:4][CH:5]=1, predict the reactants needed to synthesize it. The reactants are: Br[C:2]1[C:3]([NH:9][C:10]2[CH:11]=[N:12][C:13]([O:16][CH3:17])=[CH:14][CH:15]=2)=[N:4][CH:5]=[C:6]([Cl:8])[N:7]=1.[F-].[Cs+].[CH3:20][C:21]1[N:26]=[C:25]([S:27][CH3:28])[CH:24]=[C:23]([Sn](CCCC)(CCCC)CCCC)[N:22]=1. (7) The reactants are: [F:1][C:2]([F:25])([F:24])[CH2:3][O:4][C:5]1[CH:10]=[CH:9][C:8]([O:11][CH2:12][C:13]([F:16])([F:15])[F:14])=[CH:7][C:6]=1[C:17]1[CH:22]=[CH:21][N:20]=[C:19](N)[N:18]=1.[ClH:26].N([O-])=O.[Na+]. Given the product [F:1][C:2]([F:25])([F:24])[CH2:3][O:4][C:5]1[CH:10]=[CH:9][C:8]([O:11][CH2:12][C:13]([F:16])([F:15])[F:14])=[CH:7][C:6]=1[C:17]1[CH:22]=[CH:21][N:20]=[C:19]([Cl:26])[N:18]=1, predict the reactants needed to synthesize it.